From a dataset of Catalyst prediction with 721,799 reactions and 888 catalyst types from USPTO. Predict which catalyst facilitates the given reaction. Reactant: [OH:1][C@H:2]1[CH2:6][CH2:5][NH:4][C@@H:3]1[C:7]([OH:9])=[O:8].[OH-].[Na+].[C:12](O[C:12]([O:14][C:15]([CH3:18])([CH3:17])[CH3:16])=[O:13])([O:14][C:15]([CH3:18])([CH3:17])[CH3:16])=[O:13].Cl. Product: [C:15]([O:14][C:12]([N:4]1[CH2:5][CH2:6][C@H:2]([OH:1])[C@H:3]1[C:7]([OH:9])=[O:8])=[O:13])([CH3:18])([CH3:17])[CH3:16]. The catalyst class is: 38.